This data is from Forward reaction prediction with 1.9M reactions from USPTO patents (1976-2016). The task is: Predict the product of the given reaction. The product is: [CH2:1]([NH:3][C:4]([NH:6][C:7]1[S:8][C:9]2[C:15]([S:16][C:17]3[CH:22]=[CH:21][CH:20]=[CH:19][CH:18]=3)=[CH:14][CH:13]=[CH:12][C:10]=2[N:11]=1)=[O:5])[CH3:2]. Given the reactants [CH2:1]([NH:3][C:4]([NH:6][C:7]1[S:8][C:9]2[C:15]([S:16][C:17]3[CH:22]=[CH:21][CH:20]=[CH:19][CH:18]=3)=[CH:14][CH2:13][CH2:12][C:10]=2[N:11]=1)=[O:5])[CH3:2].C(C1C(=O)C(Cl)=C(Cl)C(=O)C=1C#N)#N, predict the reaction product.